This data is from Full USPTO retrosynthesis dataset with 1.9M reactions from patents (1976-2016). The task is: Predict the reactants needed to synthesize the given product. (1) Given the product [CH2:1]([O:5][C:6]1[CH:14]=[CH:13][C:9]([C:10]([OH:12])=[O:11])=[C:8]([CH2:15][CH2:36][OH:37])[CH:7]=1)[CH2:2][CH2:3][CH3:4], predict the reactants needed to synthesize it. The reactants are: [CH2:1]([O:5][C:6]1[CH:14]=[CH:13][C:9]([C:10]([OH:12])=[O:11])=[C:8]([CH3:15])[CH:7]=1)[CH2:2][CH2:3][CH3:4].[Li+].CC([N-]C(C)C)C.C(NC(C)C)(C)C.C([Li])CCC.[CH2:36]=[O:37]. (2) Given the product [OH:25][NH:27][C:4]([C:6]1[C:7]([CH2:23][CH3:24])=[C:8]2[CH:14]=[CH:13][N:12]([CH2:15][C:16]3[CH:21]=[CH:20][C:19]([F:22])=[CH:18][CH:17]=3)[C:9]2=[CH:10][N:11]=1)=[O:3], predict the reactants needed to synthesize it. The reactants are: C([O:3][C:4]([C:6]1[C:7]([CH2:23][CH3:24])=[C:8]2[CH:14]=[CH:13][N:12]([CH2:15][C:16]3[CH:21]=[CH:20][C:19]([F:22])=[CH:18][CH:17]=3)[C:9]2=[CH:10][N:11]=1)=O)C.[OH-:25].[Na+].[NH2:27]O.Cl. (3) Given the product [F:59][C:56]1[CH:57]=[CH:58][C:53]([C@@H:29]2[CH2:28][C@@:27]([OH:26])([CH3:60])[CH2:36][C@@H:35]3[N:30]2[C:31](=[O:52])/[C:32](=[CH:37]/[C:38]2[CH:43]=[CH:42][C:41]([N:44]4[CH:48]=[C:47]([CH3:49])[N:46]=[CH:45]4)=[C:40]([O:50][CH3:51])[CH:39]=2)/[CH2:33][CH2:34]3)=[CH:54][CH:55]=1, predict the reactants needed to synthesize it. The reactants are: CCCC[N+](CCCC)(CCCC)CCCC.[F-].[Si]([O:26][C@:27]1([CH3:60])[CH2:36][C@@H:35]2[N:30]([C:31](=[O:52])/[C:32](=[CH:37]/[C:38]3[CH:43]=[CH:42][C:41]([N:44]4[CH:48]=[C:47]([CH3:49])[N:46]=[CH:45]4)=[C:40]([O:50][CH3:51])[CH:39]=3)/[CH2:33][CH2:34]2)[C@H:29]([C:53]2[CH:58]=[CH:57][C:56]([F:59])=[CH:55][CH:54]=2)[CH2:28]1)(C(C)(C)C)(C)C.[Cl-].[NH4+].C(OCC)(=O)C. (4) Given the product [CH3:38][N:34]1[C:33]2[C:39]([CH3:41])=[CH:40][C:30]([C:28]([C:24]3[N:25]=[CH:26][N:27]=[C:22]([N:17]4[CH2:18][CH2:19][CH:14]([N:10]5[CH2:9][CH2:8][C:7]6[CH:20]=[C:3]([O:2][CH3:1])[CH:4]=[CH:5][C:6]=6[NH:12][C:11]5=[O:13])[CH2:15][CH2:16]4)[CH:23]=3)=[O:29])=[CH:31][C:32]=2[O:36][C:35]1=[O:37], predict the reactants needed to synthesize it. The reactants are: [CH3:1][O:2][C:3]1[CH:4]=[CH:5][C:6]2[NH:12][C:11](=[O:13])[N:10]([CH:14]3[CH2:19][CH2:18][NH:17][CH2:16][CH2:15]3)[CH2:9][CH2:8][C:7]=2[CH:20]=1.Cl[C:22]1[N:27]=[CH:26][N:25]=[C:24]([C:28]([C:30]2[CH:40]=[C:39]([CH3:41])[C:33]3[N:34]([CH3:38])[C:35](=[O:37])[O:36][C:32]=3[CH:31]=2)=[O:29])[CH:23]=1.CCN(C(C)C)C(C)C. (5) The reactants are: [C:1]([O-:4])([OH:3])=O.[Na+].Cl.[NH:7]1[CH2:12][CH2:11][CH2:10][CH2:9][CH:8]1[CH2:13][CH2:14][CH2:15][C:16]([O:18][CH3:19])=[O:17].ClC[C:22](=O)[CH2:23][C:24](OCC)=O.O.[CH3:31]O. Given the product [C:23]([O:3][C:1]([N:7]1[CH2:12][CH2:11][CH2:10][CH2:9][CH:8]1[CH2:13][CH2:14][CH2:15][C:16]([O:18][CH3:19])=[O:17])=[O:4])([CH3:22])([CH3:24])[CH3:31], predict the reactants needed to synthesize it. (6) Given the product [Br:8][C:9]1[CH:10]=[CH:11][C:12]([C:15]2([CH2:18][O:19][CH2:20][C:21]3[CH:26]=[CH:25][CH:24]=[CH:23][CH:22]=3)[CH2:16][CH2:17]2)=[CH:13][CH:14]=1, predict the reactants needed to synthesize it. The reactants are: CN(C)C=O.[H-].[Na+].[Br:8][C:9]1[CH:14]=[CH:13][C:12]([C:15]2([CH2:18][OH:19])[CH2:17][CH2:16]2)=[CH:11][CH:10]=1.[CH2:20](Br)[C:21]1[CH:26]=[CH:25][CH:24]=[CH:23][CH:22]=1. (7) Given the product [NH2:6][CH:4]([CH:3]1[CH2:2][C:32]1([Cl:34])[Cl:33])[CH2:5][OH:12], predict the reactants needed to synthesize it. The reactants are: C=[C:2]1[CH2:5][CH:4]([NH:6]C)[CH2:3]1.CC([O:12]C(OC(OC(C)(C)C)=O)=O)(C)C.CCN(C(C)C)C(C)C.[CH2:32]([Cl:34])[Cl:33]. (8) Given the product [CH2:25]1[C:26]2[C:31](=[CH:30][CH:29]=[CH:28][CH:27]=2)[CH2:32][CH2:33][N:24]1[CH2:23][C@H:22]([OH:34])[CH2:21][NH:20][C:15](=[O:17])[CH2:14][O:13][C:6]1[CH:7]=[CH:8][CH:9]=[C:10]2[C:5]=1[N:4]=[C:3]([O:2][CH3:1])[CH:12]=[CH:11]2, predict the reactants needed to synthesize it. The reactants are: [CH3:1][O:2][C:3]1[CH:12]=[CH:11][C:10]2[C:5](=[C:6]([O:13][CH2:14][C:15]([O:17]CC)=O)[CH:7]=[CH:8][CH:9]=2)[N:4]=1.[NH2:20][CH2:21][C@@H:22]([OH:34])[CH2:23][N:24]1[CH2:33][CH2:32][C:31]2[C:26](=[CH:27][CH:28]=[CH:29][CH:30]=2)[CH2:25]1. (9) Given the product [ClH:34].[CH:25]1[C:26]2[C:31](=[CH:30][CH:29]=[CH:28][CH:27]=2)[CH:32]=[CH:33][C:24]=1[S:21]([NH:20][C:17]1[CH:18]=[C:19]2[C:14]([CH2:13][CH2:12][C:11]2=[N:5][NH:6][C:7](=[NH:9])[NH2:8])=[CH:15][CH:16]=1)(=[O:23])=[O:22], predict the reactants needed to synthesize it. The reactants are: C(=O)(O)O.[NH2:5][NH:6][C:7]([NH2:9])=[NH:8].O=[C:11]1[C:19]2[C:14](=[CH:15][CH:16]=[C:17]([NH:20][S:21]([C:24]3[CH:33]=[CH:32][C:31]4[C:26](=[CH:27][CH:28]=[CH:29][CH:30]=4)[CH:25]=3)(=[O:23])=[O:22])[CH:18]=2)[CH2:13][CH2:12]1.[ClH:34].